This data is from Reaction yield outcomes from USPTO patents with 853,638 reactions. The task is: Predict the reaction yield, written as a fraction of the theoretical maximum amount of product (1.0 means a 100% yield; for example, 0.34 means a 34% yield). (1) The reactants are NC(N)=O.[C:5]([C:9]1[CH:13]=[C:12]([NH:14][C:15]([NH:17][CH2:18][C:19]2[CH:24]=[C:23]([F:25])[CH:22]=[CH:21][C:20]=2[O:26][C:27]2[CH:28]=[C:29]3[C:33](=[CH:34][CH:35]=2)[N:32]([CH2:36][CH:37]=[O:38])[N:31]=[CH:30]3)=[O:16])[N:11]([C:39]2[CH:44]=[CH:43][C:42]([CH3:45])=[CH:41][CH:40]=2)[N:10]=1)([CH3:8])([CH3:7])[CH3:6].[BH4-].[Na+]. The catalyst is CO. The product is [C:5]([C:9]1[CH:13]=[C:12]([NH:14][C:15]([NH:17][CH2:18][C:19]2[CH:24]=[C:23]([F:25])[CH:22]=[CH:21][C:20]=2[O:26][C:27]2[CH:28]=[C:29]3[C:33](=[CH:34][CH:35]=2)[N:32]([CH2:36][CH2:37][OH:38])[N:31]=[CH:30]3)=[O:16])[N:11]([C:39]2[CH:44]=[CH:43][C:42]([CH3:45])=[CH:41][CH:40]=2)[N:10]=1)([CH3:8])([CH3:7])[CH3:6]. The yield is 0.550. (2) The reactants are Br[C:2]1[C:7]([C:8]#[N:9])=[C:6]([NH2:10])[CH:5]=[C:4]([NH2:11])[N:3]=1.[OH-].[Na+].C1C=CC=CC=1. The catalyst is C1COCC1.CO.Cl.O.[Pd]. The product is [C:8]([C:7]1[CH:2]=[N:3][C:4]([NH2:11])=[CH:5][C:6]=1[NH2:10])#[N:9]. The yield is 0.690. (3) The reactants are [Cl:1][C:2]1[CH:3]=[CH:4][C:5]([C:24]([NH2:26])=O)=[C:6]2[C:10]=1[N:9]=[C:8]1[N:11]([C:15]3[C:20]([Cl:21])=[CH:19][C:18]([Cl:22])=[CH:17][C:16]=3[Cl:23])[CH2:12][CH2:13][CH2:14][N:7]21.C(N(CC)CC)C.S(Cl)(Cl)=O. The catalyst is CN(C)C=O.C(=O)(O)[O-].[Na+]. The product is [Cl:1][C:2]1[CH:3]=[CH:4][C:5]([C:24]#[N:26])=[C:6]2[C:10]=1[N:9]=[C:8]1[N:11]([C:15]3[C:20]([Cl:21])=[CH:19][C:18]([Cl:22])=[CH:17][C:16]=3[Cl:23])[CH2:12][CH2:13][CH2:14][N:7]21. The yield is 0.770. (4) The reactants are [O:1]([C:8]1[CH:16]=[CH:15][C:11]([C:12]([OH:14])=O)=[CH:10][CH:9]=1)[C:2]1[CH:7]=[CH:6][CH:5]=[CH:4][CH:3]=1.ON1C2C=CC=CC=2N=N1.Cl.C(N=C=NCCCN(C)C)C.[Si]([O:46][CH2:47][C:48]1[S:52][C:51]([C:53](=[N:55]O)[NH2:54])=[C:50]([CH3:57])[CH:49]=1)(C(C)(C)C)(C)C.[F-].C([N+](CCCC)(CCCC)CCCC)CCC. The catalyst is C(#N)C.O1CCCC1.O. The product is [CH3:57][C:50]1[CH:49]=[C:48]([CH2:47][OH:46])[S:52][C:51]=1[C:53]1[N:55]=[C:12]([C:11]2[CH:10]=[CH:9][C:8]([O:1][C:2]3[CH:3]=[CH:4][CH:5]=[CH:6][CH:7]=3)=[CH:16][CH:15]=2)[O:14][N:54]=1. The yield is 0.860. (5) The reactants are C(O)(C(F)(F)F)=O.[Br:8][C:9]1[C:10]([N:36]2[CH2:41][CH2:40][CH2:39][C@@H:38]([N:42](C(OC(C)(C)C)=O)[CH3:43])[CH2:37]2)=[C:11]2[C:17]([NH:18][C:19]([C:21]3[CH:26]=[CH:25][C:24](=[O:27])[N:23]([CH3:28])[CH:22]=3)=[O:20])=[CH:16][N:15](C(OC(C)(C)C)=O)[C:12]2=[N:13][CH:14]=1.C(Cl)[Cl:52]. No catalyst specified. The product is [ClH:52].[Br:8][C:9]1[C:10]([N:36]2[CH2:41][CH2:40][CH2:39][C@@H:38]([NH:42][CH3:43])[CH2:37]2)=[C:11]2[C:17]([NH:18][C:19]([C:21]3[CH:26]=[CH:25][C:24](=[O:27])[N:23]([CH3:28])[CH:22]=3)=[O:20])=[CH:16][NH:15][C:12]2=[N:13][CH:14]=1. The yield is 0.910. (6) The reactants are [CH:1]1([N:4]2[C:8]([N:9]3[CH2:15][CH2:14][CH2:13][C@@H:12]([NH:16][C:17](=[O:22])[C:18]([F:21])([F:20])[F:19])[CH2:11][CH2:10]3)=[C:7]([N+:23]([O-])=O)[CH:6]=[N:5]2)[CH2:3][CH2:2]1.[C:26]([O:30][C:31]([NH:33][C:34]1[S:38][C:37]([C:39]2[C:44]([F:45])=[CH:43][CH:42]=[CH:41][C:40]=2[F:46])=[N:36][C:35]=1[C:47](O)=[O:48])=[O:32])([CH3:29])([CH3:28])[CH3:27]. No catalyst specified. The product is [F:46][C:40]1[CH:41]=[CH:42][CH:43]=[C:44]([F:45])[C:39]=1[C:37]1[S:38][C:34]([NH:33][C:31](=[O:32])[O:30][C:26]([CH3:28])([CH3:27])[CH3:29])=[C:35]([C:47](=[O:48])[NH:23][C:7]2[CH:6]=[N:5][N:4]([CH:1]3[CH2:3][CH2:2]3)[C:8]=2[N:9]2[CH2:15][CH2:14][CH2:13][C@@H:12]([NH:16][C:17](=[O:22])[C:18]([F:21])([F:20])[F:19])[CH2:11][CH2:10]2)[N:36]=1. The yield is 0.730. (7) No catalyst specified. The product is [C:22]1([C:17]2[CH:16]=[C:6]([C:5]([O:4][CH2:3][CH3:29])=[O:8])[NH:7][CH:18]=2)[CH:27]=[CH:26][CH:25]=[CH:24][CH:23]=1. The yield is 0.570. The reactants are [Na].Cl.[CH3:3][O:4][C:5](=[O:8])[CH2:6][NH2:7].Cl([O-])(=O)(=O)=O.CN(C)[CH:16]=[C:17]([C:22]1[CH:27]=[CH:26][CH:25]=[CH:24][CH:23]=1)[CH:18]=[N+](C)C.[CH2:29](O)C. (8) The reactants are [CH2:1]([O:8][C:9]1[C:10](=[O:17])[N:11]([CH3:16])[CH:12]=[C:13](Br)[CH:14]=1)[C:2]1[CH:7]=[CH:6][CH:5]=[CH:4][CH:3]=1.[C:18]1([CH:24]2[CH2:28][NH:27][C:26](=[O:29])[CH2:25]2)[CH:23]=[CH:22][CH:21]=[CH:20][CH:19]=1.[O-]P([O-])([O-])=O.[K+].[K+].[K+].CN(C)CCN. The catalyst is O1CCOCC1.C(Cl)Cl.[Cu]I. The product is [CH2:1]([O:8][C:9]1[C:10](=[O:17])[N:11]([CH3:16])[CH:12]=[C:13]([N:27]2[CH2:28][CH:24]([C:18]3[CH:19]=[CH:20][CH:21]=[CH:22][CH:23]=3)[CH2:25][C:26]2=[O:29])[CH:14]=1)[C:2]1[CH:7]=[CH:6][CH:5]=[CH:4][CH:3]=1. The yield is 1.03. (9) The reactants are [CH:1]1([CH2:6][C@H:7]([N:24]2[CH2:32][C:31]3[C:26](=[CH:27][CH:28]=[CH:29][C:30]=3[C:33]([F:36])([F:35])[F:34])[C:25]2=[O:37])[C:8]([NH:10][C:11]2[CH:16]=[N:15][C:14]([C@H:17]3[CH2:21][O:20]C(C)(C)[O:18]3)=[CH:13][N:12]=2)=[O:9])[CH2:5][CH2:4][CH2:3][CH2:2]1.Cl.C(=O)(O)[O-].[Na+]. The catalyst is O1CCCC1. The product is [CH:1]1([CH2:6][C@H:7]([N:24]2[CH2:32][C:31]3[C:26](=[CH:27][CH:28]=[CH:29][C:30]=3[C:33]([F:35])([F:36])[F:34])[C:25]2=[O:37])[C:8]([NH:10][C:11]2[CH:16]=[N:15][C:14]([C@H:17]([OH:18])[CH2:21][OH:20])=[CH:13][N:12]=2)=[O:9])[CH2:2][CH2:3][CH2:4][CH2:5]1. The yield is 0.720. (10) The reactants are Br[C:2]1[CH:3]=[N:4][CH:5]=[C:6]2[C:11]=1[N:10]=[C:9]([C:12]([NH:14][CH2:15][CH2:16][O:17][CH3:18])=[O:13])[CH:8]=[CH:7]2.[CH3:19][O:20][C:21]1[CH:26]=[CH:25][CH:24]=[CH:23][C:22]=1B(O)O.C(=O)([O-])[O-].[Cs+].[Cs+]. The catalyst is O1CCOCC1.O.C1(P([C-]2C=CC=C2)C2C=CC=CC=2)C=CC=CC=1.[C-]1(P(C2C=CC=CC=2)C2C=CC=CC=2)C=CC=C1.[Fe+2].[Pd](Cl)Cl. The product is [CH3:18][O:17][CH2:16][CH2:15][NH:14][C:12]([C:9]1[CH:8]=[CH:7][C:6]2[C:11](=[C:2]([C:22]3[CH:23]=[CH:24][CH:25]=[CH:26][C:21]=3[O:20][CH3:19])[CH:3]=[N:4][CH:5]=2)[N:10]=1)=[O:13]. The yield is 0.760.